This data is from Peptide-MHC class I binding affinity with 185,985 pairs from IEDB/IMGT. The task is: Regression. Given a peptide amino acid sequence and an MHC pseudo amino acid sequence, predict their binding affinity value. This is MHC class I binding data. (1) The peptide sequence is AFKNKRLVF. The MHC is HLA-B08:01 with pseudo-sequence HLA-B08:01. The binding affinity (normalized) is 0.320. (2) The peptide sequence is QLIPCMDVVL. The MHC is HLA-A01:01 with pseudo-sequence HLA-A01:01. The binding affinity (normalized) is 0. (3) The binding affinity (normalized) is 0. The MHC is HLA-B45:01 with pseudo-sequence HLA-B45:01. The peptide sequence is REPETTVVL. (4) The peptide sequence is HQKKNEISF. The MHC is HLA-A03:01 with pseudo-sequence HLA-A03:01. The binding affinity (normalized) is 0.0847.